The task is: Predict the reactants needed to synthesize the given product.. This data is from Full USPTO retrosynthesis dataset with 1.9M reactions from patents (1976-2016). (1) The reactants are: [Cl:1][C:2]1[CH:3]=[C:4]([CH:8]=[CH:9][C:10]=1[O:11][C:12]1[CH:17]=[CH:16][CH:15]=[CH:14][C:13]=1[C:18]#[N:19])[C:5]([OH:7])=O.Cl.CN(C)CCCN=C=NCC.ON1C2C=CC=CC=2N=N1.C(N(CC)CC)C.[NH2:49][CH2:50][C:51]1[C:52]([OH:59])=[N:53][C:54]([CH3:58])=[CH:55][C:56]=1[CH3:57]. Given the product [Cl:1][C:2]1[CH:3]=[C:4]([CH:8]=[CH:9][C:10]=1[O:11][C:12]1[CH:17]=[CH:16][CH:15]=[CH:14][C:13]=1[C:18]#[N:19])[C:5]([NH:49][CH2:50][C:51]1[C:52]([OH:59])=[N:53][C:54]([CH3:58])=[CH:55][C:56]=1[CH3:57])=[O:7], predict the reactants needed to synthesize it. (2) Given the product [C:24]1([S:30][C:2]2[CH:3]=[C:4]([CH:8]3[O:12][CH2:11][CH2:10][O:9]3)[CH:5]=[CH:6][CH:7]=2)[CH:29]=[CH:28][CH:27]=[CH:26][CH:25]=1, predict the reactants needed to synthesize it. The reactants are: Br[C:2]1[CH:3]=[C:4]([CH:8]2[O:12][CH2:11][CH2:10][O:9]2)[CH:5]=[CH:6][CH:7]=1.C([Li])CCC.CCCCCC.[C:24]1([S:30][S:30][C:24]2[CH:29]=[CH:28][CH:27]=[CH:26][CH:25]=2)[CH:29]=[CH:28][CH:27]=[CH:26][CH:25]=1. (3) Given the product [NH2:8][C:7]1[C:2]([CH3:1])=[CH:3][C:4]([NH:11][C:12](=[O:14])[CH3:13])=[N:5][CH:6]=1, predict the reactants needed to synthesize it. The reactants are: [CH3:1][C:2]1[C:7]([N+:8]([O-])=O)=[CH:6][N:5]=[C:4]([NH:11][C:12](=[O:14])[CH3:13])[CH:3]=1. (4) Given the product [CH2:1]([N:8]1[C:12]2=[N:13][CH:14]=[C:15]([NH:17][C:18]3[CH:27]=[CH:26][C:25]([CH:28]4[CH2:30][CH2:29]4)=[CH:24][C:19]=3[C:20]([OH:22])=[O:21])[CH:16]=[C:11]2[CH:10]=[CH:9]1)[C:2]1[CH:3]=[CH:4][CH:5]=[CH:6][CH:7]=1, predict the reactants needed to synthesize it. The reactants are: [CH2:1]([N:8]1[C:12]2=[N:13][CH:14]=[C:15]([NH:17][C:18]3[CH:27]=[CH:26][C:25]([CH:28]4[CH2:30][CH2:29]4)=[CH:24][C:19]=3[C:20]([O:22]C)=[O:21])[CH:16]=[C:11]2[CH:10]=[CH:9]1)[C:2]1[CH:7]=[CH:6][CH:5]=[CH:4][CH:3]=1.[OH-].[Na+].O.Cl. (5) Given the product [CH3:20][O:19][C:13]1[CH:14]=[CH:15][C:16]([CH3:18])=[CH:17][C:12]=1[CH:8]([CH:9]([CH3:11])[CH3:10])[CH2:7][CH2:6][C:21]#[N:22], predict the reactants needed to synthesize it. The reactants are: CS(O[CH2:6][CH2:7][CH:8]([C:12]1[CH:17]=[C:16]([CH3:18])[CH:15]=[CH:14][C:13]=1[O:19][CH3:20])[CH:9]([CH3:11])[CH3:10])(=O)=O.[C-:21]#[N:22].[Na+].CCOC(C)=O.O. (6) Given the product [CH3:1][O:2][C:3]([C@@H:5]1[CH2:18][C@H:17]([O:19][C:20](=[O:28])[NH:21][C:22]2[CH:27]=[CH:26][C:25]([N+:38]([O-:40])=[O:39])=[CH:24][CH:23]=2)[C:16](=[O:29])[C@H:15]2[C@@:6]1([CH3:37])[CH2:7][CH2:8][C@@H:9]1[C@:14]2([CH3:30])[CH2:13][C@@H:12]([C:31]2[CH:35]=[CH:34][O:33][CH:32]=2)[O:11][C:10]1=[O:36])=[O:4], predict the reactants needed to synthesize it. The reactants are: [CH3:1][O:2][C:3]([C@@H:5]1[CH2:18][C@H:17]([O:19][C:20](=[O:28])[NH:21][C:22]2[CH:27]=[CH:26][CH:25]=[CH:24][CH:23]=2)[C:16](=[O:29])[C@H:15]2[C@@:6]1([CH3:37])[CH2:7][CH2:8][C@@H:9]1[C@:14]2([CH3:30])[CH2:13][C@@H:12]([C:31]2[CH:35]=[CH:34][O:33][CH:32]=2)[O:11][C:10]1=[O:36])=[O:4].[N+:38](C1C=CC(N=C=O)=CC=1)([O-:40])=[O:39].